Task: Predict the product of the given reaction.. Dataset: Forward reaction prediction with 1.9M reactions from USPTO patents (1976-2016) (1) Given the reactants Br[C:2]1[N:7]2[CH:8]=[C:9]([CH2:11][O:12][C:13]3[CH:22]=[CH:21][C:20]4[C:15](=[CH:16][CH:17]=[CH:18][CH:19]=4)[N:14]=3)[N:10]=[C:6]2[C:5]([N:23]2[CH2:28][CH2:27][O:26][CH2:25][CH2:24]2)=[N:4][CH:3]=1.[NH:29]1[C:33]([C:34]2[CH:39]=[CH:38][C:37](B(O)O)=[CH:36][CH:35]=2)=[N:32][N:31]=[N:30]1, predict the reaction product. The product is: [NH:32]1[C:33]([C:34]2[CH:39]=[CH:38][C:37]([C:2]3[N:7]4[CH:8]=[C:9]([CH2:11][O:12][C:13]5[CH:22]=[CH:21][C:20]6[C:15](=[CH:16][CH:17]=[CH:18][CH:19]=6)[N:14]=5)[N:10]=[C:6]4[C:5]([N:23]4[CH2:28][CH2:27][O:26][CH2:25][CH2:24]4)=[N:4][CH:3]=3)=[CH:36][CH:35]=2)=[N:29][N:30]=[N:31]1. (2) Given the reactants OO.C(O[C:10]([C:12](F)(F)F)=[O:11])(C(F)(F)F)=O.[O-:16][N+:17]1[C:22]2[CH:23]=[C:24]3[C:29](=[CH:30][C:21]=2[N:20]=C(NCCN(C)C)N=1)[CH2:28][CH2:27][CH2:26]C3.C(O)(C(F)(F)F)=[O:38], predict the reaction product. The product is: [N+:17]([C:22]1[CH:23]=[C:24]2[C:29]([CH2:28][CH2:27][CH2:26]2)=[CH:30][C:21]=1[NH:20][C:10](=[O:11])[CH3:12])([O-:16])=[O:38]. (3) Given the reactants CO[C:3]([C:5]1[CH:6]=[C:7]([CH:15]2[CH2:18][CH2:17][CH2:16]2)[N:8]2[C:13]=1[C:12]([Cl:14])=[CH:11][CH:10]=[CH:9]2)=[O:4].[NH2:19][CH2:20][C@@:21]1([OH:28])[CH2:26][CH2:25][CH2:24][C@@H:23]([CH3:27])[CH2:22]1.C[Al](C)C, predict the reaction product. The product is: [Cl:14][C:12]1[C:13]2[N:8]([C:7]([CH:15]3[CH2:16][CH2:17][CH2:18]3)=[CH:6][C:5]=2[C:3]([NH:19][CH2:20][C@@:21]2([OH:28])[CH2:26][CH2:25][CH2:24][C@@H:23]([CH3:27])[CH2:22]2)=[O:4])[CH:9]=[CH:10][CH:11]=1.